From a dataset of hERG potassium channel inhibition data for cardiac toxicity prediction from Karim et al.. Regression/Classification. Given a drug SMILES string, predict its toxicity properties. Task type varies by dataset: regression for continuous values (e.g., LD50, hERG inhibition percentage) or binary classification for toxic/non-toxic outcomes (e.g., AMES mutagenicity, cardiotoxicity, hepatotoxicity). Dataset: herg_karim. (1) The compound is Nc1nc(C2CC2)cn1CC(O)c1ccc(Cl)cc1Cl. The result is 1 (blocker). (2) The compound is CCOC[C@H](Oc1ncnc2c1cnn2-c1ncccc1Cl)C(=O)Nc1ccccn1. The result is 0 (non-blocker). (3) The compound is F[C@@H]1CNC[C@@H](c2c(-c3ccccc3)[nH]c3cccc(Cl)c23)C1. The result is 1 (blocker). (4) The molecule is CN1CC2CC1CN2c1ccc(-c2ccc3cc[nH]c3c2)cn1. The result is 1 (blocker). (5) The drug is COCc1nc2cc3c(cc2o1)CCN(CCCSc1nnc(-c2cccc4nc(C)ccc24)n1C)CC3. The result is 0 (non-blocker). (6) The drug is O=C(C=Cc1ccc2c(c1)CN(C(=O)C1CCCCC1)C2)NO. The result is 0 (non-blocker). (7) The molecule is CNS(=O)(=O)c1cc(C(=O)N2CCC(CCN3C4CCC3CC(n3c(C)nc5ccccc53)C4)(c3cccc(F)c3)CC2)c(Cl)cc1F. The result is 0 (non-blocker). (8) The drug is O=C(CNC(=O)c1cccc(C(F)(F)F)c1)NC1CN([C@H]2CC[C@@](O)(c3nncs3)CC2)C1. The result is 0 (non-blocker). (9) The molecule is Cc1nc([C@]2(c3cnn(C)c3)N[C@@H](c3nc(-c4ccccn4)c[nH]3)Cc3c2[nH]c2ccccc32)no1. The result is 1 (blocker). (10) The drug is COc1ccc(-c2cc(-c3ccc4c(c3)CN(C(C)C)C4=O)on2)cn1. The result is 0 (non-blocker).